Task: Predict the product of the given reaction.. Dataset: Forward reaction prediction with 1.9M reactions from USPTO patents (1976-2016) (1) Given the reactants [CH3:1][N:2]1[C:6]([CH:7]2[C:16](=O)[C:15]3[C:14]([C:18]([O:20]CC)=O)=[CH:13][CH:12]=[CH:11][C:10]=3[NH:9][CH:8]2[C:23]2[CH:28]=[CH:27][CH:26]=[CH:25][CH:24]=2)=[CH:5][N:4]=[CH:3]1.O.[NH2:30][NH2:31], predict the reaction product. The product is: [CH3:1][N:2]1[C:6]([CH:7]2[C:16]3=[N:30][NH:31][C:18](=[O:20])[C:14]4[CH:13]=[CH:12][CH:11]=[C:10]([C:15]=43)[NH:9][CH:8]2[C:23]2[CH:28]=[CH:27][CH:26]=[CH:25][CH:24]=2)=[CH:5][N:4]=[CH:3]1. (2) Given the reactants [N+:1](=[C:3]1[C:7]([C:8]2[CH:13]=[CH:12][CH:11]=[CH:10][C:9]=2[F:14])=[N:6][N:5]([C:15]2[CH:20]=[CH:19][CH:18]=[CH:17][C:16]=2[F:21])[C:4]1=[O:22])=[N-:2].C(P(CCCC)CCCC)CCC.Cl[CH2:37][C:38]1[CH:43]=[CH:42][C:41]([N:44]2[CH:48]=[CH:47][N:46]=[CH:45]2)=[CH:40][CH:39]=1.[I-].[K+].C(=O)([O-])[O-].[K+].[K+], predict the reaction product. The product is: [F:14][C:9]1[C:8]2[C:7]3[C:3]([C:4](=[O:22])[N:5]([C:15]4[CH:20]=[CH:19][CH:18]=[CH:17][C:16]=4[F:21])[N:6]=3)=[N:1][N:2]([CH2:37][C:38]3[CH:39]=[CH:40][C:41]([N:44]4[CH:48]=[CH:47][N:46]=[CH:45]4)=[CH:42][CH:43]=3)[C:13]=2[CH:12]=[CH:11][CH:10]=1. (3) Given the reactants C([N:5]1[CH2:10][CH2:9][CH2:8][CH2:7][CH2:6]1)=CCC.C(#N)[CH:12]=[CH2:13].C(O)(=[O:17])C.O, predict the reaction product. The product is: [CH2:12]([CH:7]([CH:6]=[O:17])[CH2:8][CH2:9][C:10]#[N:5])[CH3:13]. (4) Given the reactants [F:1][C:2]1[CH:7]=[CH:6][C:5]([CH2:8][C:9]2[CH:18]=[C:17]3[C:12]([C:13]([OH:25])=[C:14]([C:20](OCC)=[O:21])[C:15](=[O:19])[NH:16]3)=[N:11][CH:10]=2)=[CH:4][CH:3]=1.[NH2:26][C:27]([CH3:31])([CH3:30])[CH2:28][OH:29], predict the reaction product. The product is: [F:1][C:2]1[CH:3]=[CH:4][C:5]([CH2:8][C:9]2[CH:18]=[C:17]3[C:12]([C:13]([OH:25])=[C:14]([C:20]([NH:26][C:27]([CH3:31])([CH3:30])[CH2:28][OH:29])=[O:21])[C:15](=[O:19])[NH:16]3)=[N:11][CH:10]=2)=[CH:6][CH:7]=1.